This data is from Reaction yield outcomes from USPTO patents with 853,638 reactions. The task is: Predict the reaction yield, written as a fraction of the theoretical maximum amount of product (1.0 means a 100% yield; for example, 0.34 means a 34% yield). (1) The reactants are [F:1][C:2]1[CH:3]=[C:4]([S:8]([C:11]2[CH:16]=[CH:15][C:14](F)=[CH:13][C:12]=2[N+:18]([O-:20])=[O:19])(=[O:10])=[O:9])[CH:5]=[CH:6][CH:7]=1.[NH:21]1[CH2:27][CH2:26][CH2:25][NH:24][CH2:23][CH2:22]1.C(=O)([O-])[O-].[K+].[K+].O. The catalyst is C(#N)C.C(Cl)Cl. The product is [F:1][C:2]1[CH:3]=[C:4]([S:8]([C:11]2[CH:16]=[CH:15][C:14]([N:21]3[CH2:27][CH2:26][CH2:25][NH:24][CH2:23][CH2:22]3)=[CH:13][C:12]=2[N+:18]([O-:20])=[O:19])(=[O:10])=[O:9])[CH:5]=[CH:6][CH:7]=1. The yield is 0.990. (2) The reactants are [Si]([O:8][CH2:9][CH2:10][N:11]1[CH:15]=[CH:14][C:13]([NH:16][C:17]2[C:18]3[N:19]([C:24]([C:27]#[N:28])=[CH:25][N:26]=3)[N:20]=[C:21](Cl)[CH:22]=2)=[N:12]1)(C(C)(C)C)(C)C.[CH3:29][O:30][C:31]1[CH:32]=[C:33]([CH:35]=[C:36]([N:38]2[C:42]([CH3:43])=[N:41][N:40]=[N:39]2)[CH:37]=1)[NH2:34].C(P(C(C)(C)C)C1(C)CC1(C1C=CC=CC=1)C1C=CC=CC=1)(C)(C)C.CC(C)([O-])C.[Na+]. The catalyst is C1(C)C=CC=CC=1.[CH2-]C=C.[CH2-]C=C.Cl[Pd+].Cl[Pd+].CO. The product is [OH:8][CH2:9][CH2:10][N:11]1[CH:15]=[CH:14][C:13]([NH:16][C:17]2[C:18]3[N:19]([C:24]([C:27]#[N:28])=[CH:25][N:26]=3)[N:20]=[C:21]([NH:34][C:33]3[CH:35]=[C:36]([N:38]4[C:42]([CH3:43])=[N:41][N:40]=[N:39]4)[CH:37]=[C:31]([O:30][CH3:29])[CH:32]=3)[CH:22]=2)=[N:12]1. The yield is 0.0384. (3) The yield is 0.340. The catalyst is CC(=O)CC. The reactants are [CH3:1][C:2]([N+:15]([O-:17])=[O:16])([CH3:14])[CH2:3][C:4]1[N:8]2[CH:9]=[CH:10][C:11]([OH:13])=[CH:12][C:7]2=[N:6][CH:5]=1.Cl[CH2:19][C:20]([NH2:22])=[O:21].C(=O)([O-])[O-].[K+].[K+].[I-].[K+]. The product is [CH3:14][C:2]([N+:15]([O-:17])=[O:16])([CH3:1])[CH2:3][C:4]1[N:8]2[CH:9]=[CH:10][C:11]([O:13][CH2:19][C:20]([NH2:22])=[O:21])=[CH:12][C:7]2=[N:6][CH:5]=1. (4) The reactants are [Cl:1][C:2]1[CH:3]=[N+:4]([O-:27])[CH:5]=[C:6]([Cl:26])[C:7]=1[CH2:8][C@@H:9]([C:11]1[CH:16]=[CH:15][C:14]([O:17][CH:18]([F:20])[F:19])=[C:13]([O:21][CH2:22][CH:23]2[CH2:25][CH2:24]2)[CH:12]=1)[OH:10].[NH2:28][C:29](=[O:51])[CH2:30][N:31]([C:36]1[CH:37]=[C:38]([CH:46]=[CH:47][C:48]=1[O:49][CH3:50])[C:39]([O:41][CH2:42][C:43](O)=[O:44])=[O:40])[S:32]([CH3:35])(=[O:34])=[O:33].C(Cl)CCl. The catalyst is CN(C1C=CN=CC=1)C.CN(C=O)C.O. The product is [NH2:28][C:29](=[O:51])[CH2:30][N:31]([C:36]1[CH:37]=[C:38]([CH:46]=[CH:47][C:48]=1[O:49][CH3:50])[C:39]([O:41][CH2:42][C:43]([O:10][C@H:9]([C:11]1[CH:16]=[CH:15][C:14]([O:17][CH:18]([F:20])[F:19])=[C:13]([O:21][CH2:22][CH:23]2[CH2:25][CH2:24]2)[CH:12]=1)[CH2:8][C:7]1[C:6]([Cl:26])=[CH:5][N+:4]([O-:27])=[CH:3][C:2]=1[Cl:1])=[O:44])=[O:40])[S:32]([CH3:35])(=[O:34])=[O:33]. The yield is 0.367. (5) The reactants are [CH3:1][O:2][CH2:3][CH2:4][CH2:5][CH2:6][CH:7]([NH:20][C:21]1[CH:26]=[CH:25][C:24]([C:27]([N:29]([CH3:37])[CH2:30][CH2:31][C:32]([O:34]CC)=[O:33])=[O:28])=[CH:23][CH:22]=1)[C:8]1[O:9][C:10]2[CH:17]=[CH:16][C:15]([O:18][CH3:19])=[CH:14][C:11]=2[C:12]=1[CH3:13].O1CCCC1.[OH-].[Na+]. The catalyst is C(O)C. The product is [CH3:1][O:2][CH2:3][CH2:4][CH2:5][CH2:6][CH:7]([NH:20][C:21]1[CH:22]=[CH:23][C:24]([C:27]([N:29]([CH3:37])[CH2:30][CH2:31][C:32]([OH:34])=[O:33])=[O:28])=[CH:25][CH:26]=1)[C:8]1[O:9][C:10]2[CH:17]=[CH:16][C:15]([O:18][CH3:19])=[CH:14][C:11]=2[C:12]=1[CH3:13]. The yield is 0.990. (6) No catalyst specified. The yield is 0.427. The reactants are FC(F)(F)S(O[C:7]1[C:8]([CH3:46])([CH3:45])[C@H:9]2[C@:22]([CH3:25])([CH2:23][CH:24]=1)[C@@H:21]1[C@:12]([CH3:44])([C@@:13]3([CH3:43])[C@H:18]([CH2:19][CH2:20]1)[C@H:17]1[C@H:26]([C:29]([CH3:31])=[CH2:30])[CH2:27][CH2:28][C@:16]1([NH:32][CH2:33][CH2:34][N:35]1[CH2:40][CH2:39][S:38](=[O:42])(=[O:41])[CH2:37][CH2:36]1)[CH2:15][CH2:14]3)[CH2:11][CH2:10]2)(=O)=O.CC1(C)C(C)(C)OB([C:57]2[CH2:62][CH2:61][CH:60]([CH2:63][C:64]([O:66][CH2:67][CH3:68])=[O:65])[CH2:59][CH:58]=2)O1. The product is [O:42]=[S:38]1(=[O:41])[CH2:39][CH2:40][N:35]([CH2:34][CH2:33][NH:32][C@:16]23[CH2:28][CH2:27][C@@H:26]([C:29]([CH3:31])=[CH2:30])[C@@H:17]2[C@@H:18]2[C@@:13]([CH3:43])([CH2:14][CH2:15]3)[C@@:12]3([CH3:44])[C@@H:21]([C@:22]4([CH3:25])[C@@H:9]([CH2:10][CH2:11]3)[C:8]([CH3:45])([CH3:46])[C:7]([C:57]3[CH2:62][CH2:61][CH:60]([CH2:63][C:64]([O:66][CH2:67][CH3:68])=[O:65])[CH2:59][CH:58]=3)=[CH:24][CH2:23]4)[CH2:20][CH2:19]2)[CH2:36][CH2:37]1. (7) The reactants are C(OC([NH:8][C@@H:9]([CH2:16][C:17]1[CH:22]=[CH:21][C:20]([I:23])=[CH:19][CH:18]=1)[C:10]([O:12][CH2:13][C:14]#[N:15])=[O:11])=O)(C)(C)C. The catalyst is C(OCC)C. The product is [NH2:8][C@@H:9]([CH2:16][C:17]1[CH:18]=[CH:19][C:20]([I:23])=[CH:21][CH:22]=1)[C:10]([O:12][CH2:13][C:14]#[N:15])=[O:11]. The yield is 0.860.